Dataset: Experimentally validated miRNA-target interactions with 360,000+ pairs, plus equal number of negative samples. Task: Binary Classification. Given a miRNA mature sequence and a target amino acid sequence, predict their likelihood of interaction. (1) The miRNA is hsa-miR-4478 with sequence GAGGCUGAGCUGAGGAG. The protein sequence of the target gene is MPPPQHPPNYYAPRRSISTITGPNRRDVDAFYQNNFPEKNGGSSGEHVPEYQASGQQHRPSIMSGQSHQNNHLPTKNYSYEPLRFSPPNVTPPPLQFSTNTDGNRKNQRVRFNELPNYSTPNHYSVPPRKCSLAPNFFSSQNSHHMYPDQYTPRTWQNNEFMPNHQVHPYHANHQQQHPQQHWRNQAASNGNHNPMYMRKHSAGHGIEIKLDHVDNPFGNPSHDMMDVTSGQPVKSEMLSPIKMETTDPSQQIASPSFLMTSTSLLKQHLHKKSHHNVPSRKASIMALKSQLRTPRGTPL.... Result: 0 (no interaction). (2) The miRNA is mmu-miR-23b-5p with sequence GGGUUCCUGGCAUGCUGAUUU. The protein sequence of the target gene is MAHRFPALTQEQKKELSEIAQSIVANGKGILAADESVGTMGNRLQRIKVENTEENRRQFREILFSVDSSINQSIGGVILFHETLYQKDSQGKLFRNILKEKGIVVGIKLDQGGAPLAGTNKETTIQGLDGLSERCAQYKKDGVDFGKWRAVLRIADQCPSSLAIQENANALARYASICQQNGLVPIVEPEVIPDGDHDLEHCQYVTEKVLAAVYKALNDHHVYLEGTLLKPNMVTAGHACTKKYTPEQVAMATVTALHRTVPAAVPGICFLSGGMSEEDATLNLNAINLCPLPKPWKLSF.... Result: 0 (no interaction). (3) The miRNA is mmu-miR-3083-5p with sequence AGGCUGGGAAUAUUUCAGAGAU. The protein sequence of the target gene is MTVLEAVLEIQAITGSRLLSMVPGPARPPGSCWDPTQCTRTWLLSHTPRRRWISGLPRASCRLGEEPPPLPYCDQAYGEELSIRHRETWAWLSRTDTAWPGAPGVKQARILGELLLV. Result: 0 (no interaction). (4) The miRNA is mmu-miR-1932 with sequence GUUGCGGACAGCGCUAGGUCGG. The protein sequence of the target gene is MYREWVVVNVFMMLYVQLVQGSSNEHGPVKRSSQSTLERSEQQIRAASSLEELLRITHSEDWKLWRCRLRLKSFTSMDSRSASHRSTRFAATFYDIETLKVIDEEWQRTQCSPRETCVEVASELGKSTNTFFKPPCVNVFRCGGCCNEESLICMNTSTSYISKQLFEISVPLTSVPELVPVKVANHTGCKCLPTAPRHPYSIIRRSIQIPEEDRCSHSKKLCPIDMLWDSNKCKCVLQEENPLAGTEDHSHLQEPALCGPHMMFDEDRCECVCKTPCPKDLIQHPKNCSCFECKESLETC.... Result: 0 (no interaction). (5) The miRNA is hsa-miR-1248 with sequence ACCUUCUUGUAUAAGCACUGUGCUAAA. The protein sequence of the target gene is MNQHYGRHGRGRGRDFAACAPPKKKGRNHIPERWKDYLPVGQRMPGTRFIAFKVPLQKKFEAKLMPEECFSPLDLFNKIQEQNEELGLIIDLTYTQRYYKVEDLPETISYIKIFTVGHQIPDNDTIFQFKCAVKEFLKKNKNNDKLIGVHCTHGLNRTGYLICRYLIDVEGMRPDDAIELFNSCRGHCIERQNYIENLQKRHVRKNRNVSAPRTDGLEDSADPTEQVYTNNKPVKKKPRKNRRGGHLAPSQHFQHQTQSSPYSLRKWSQNQSVYQRGLVPPPGPAGEDYSQRRFFWSARP.... Result: 0 (no interaction). (6) The miRNA is hsa-miR-4743-5p with sequence UGGCCGGAUGGGACAGGAGGCAU. The protein sequence of the target gene is MRLAVICFCLFGIASSLPVKVTDSGSSEEKLYSLHPDPIATWLVPDPSQKQNLLAPQNAVSSEEKDDFKQETLPSNSNESHDHMDDDDDDDDDDGDHAESEDSVDSDESDESHHSDESDETVTASTQADTFTPIVPTVDVPNGRGDSLAYGLRSKSRSFQVSDEQYPDATDEDLTSHMKSGESKESLDVIPVAQLLSMPSDQDNNGKGSHESSQLDEPSLETHRLEHSKESQESADQSDVIDSQASSKASLEHQSHKFHSHKDKLVLDPKSKEDDRYLKFRISHELESSSSEVN. Result: 0 (no interaction). (7) The miRNA is hsa-miR-4718 with sequence AGCUGUACCUGAAACCAAGCA. The protein sequence of the target gene is MPSRKFVEGEVVRGRWPGSSLYYEVEILSHDNKSQLYTVKYKDGTELELKESDIKPLKSFKQRKSGSISSSPSRRRGSRSRSRSRSRSRSPGRAPKGSRRSVSASHEGDVKEKKEKEMRREILQVKLTPLVLKPFGNSVSVYNGEPEHMEKNATPYKDKQERIILSTEDRYIVTQYSLRPRREEVKAKEIESEEQNLVTKGPAPLGTFQVTTPQRKDLEFGGVPGAVLIMLGLPACVLLLLLQCRQKDPGLLHFPPPLPALHELWEPRVCGVYLLWFFVQALFHLLPVGKVAEGTPLVDG.... Result: 0 (no interaction).